From a dataset of Full USPTO retrosynthesis dataset with 1.9M reactions from patents (1976-2016). Predict the reactants needed to synthesize the given product. (1) Given the product [Cl:1][C:2]1[CH:3]=[C:4]([CH:17]=[CH:18][C:19]=1[Cl:20])[O:5][C:6]1[CH:16]=[CH:15][C:9]([C:10]([OH:12])=[O:11])=[CH:8][CH:7]=1, predict the reactants needed to synthesize it. The reactants are: [Cl:1][C:2]1[CH:3]=[C:4]([CH:17]=[CH:18][C:19]=1[Cl:20])[O:5][C:6]1[CH:16]=[CH:15][C:9]([C:10]([O:12]CC)=[O:11])=[CH:8][CH:7]=1.[OH-].[Na+]. (2) Given the product [CH3:10][O:11][C:12]1[CH:13]=[C:14]2[C:19](=[CH:20][CH:21]=1)[CH:18]=[C:17]([C:22]([NH:50][C@H:44]1[C:43]3[C:47](=[CH:48][CH:49]=[C:41]([C:39]([O:38][CH3:37])=[O:40])[CH:42]=3)[CH2:46][CH2:45]1)=[O:24])[CH:16]=[CH:15]2, predict the reactants needed to synthesize it. The reactants are: C(N(C(C)C)C(C)C)C.[CH3:10][O:11][C:12]1[CH:13]=[C:14]2[C:19](=[CH:20][CH:21]=1)[CH:18]=[C:17]([C:22]([OH:24])=O)[CH:16]=[CH:15]2.O.ON1C2C=CC=CC=2N=N1.Cl.[CH3:37][O:38][C:39]([C:41]1[CH:42]=[C:43]2[C:47](=[CH:48][CH:49]=1)[CH2:46][CH2:45][C@H:44]2[NH2:50])=[O:40].